Dataset: Reaction yield outcomes from USPTO patents with 853,638 reactions. Task: Predict the reaction yield, written as a fraction of the theoretical maximum amount of product (1.0 means a 100% yield; for example, 0.34 means a 34% yield). (1) The reactants are [S:1](=[O:5])(=O)([OH:3])[OH:2].[Cl:6][C:7]1[CH:8]=[C:9]([CH:11]=[CH:12][CH:13]=1)[NH2:10]. The catalyst is O.[OH-].[Na+]. The product is [NH2:10][C:9]1[CH:8]=[C:7]([Cl:6])[CH:13]=[CH:12][C:11]=1[S:1]([OH:3])(=[O:5])=[O:2]. The yield is 0.480. (2) The reactants are [CH3:1][NH:2][C:3]1[C:12]2[C:7](=[CH:8][CH:9]=[C:10]([C:13]3[CH:14]=[C:15]([CH:20]=[CH:21][CH:22]=3)[C:16]([O:18]C)=[O:17])[CH:11]=2)[N:6]=[C:5]([C:23]2[CH:24]=[N:25][CH:26]=[CH:27][CH:28]=2)[N:4]=1.[OH-].[Na+]. The catalyst is CO.O. The product is [CH3:1][NH:2][C:3]1[C:12]2[C:7](=[CH:8][CH:9]=[C:10]([C:13]3[CH:14]=[C:15]([CH:20]=[CH:21][CH:22]=3)[C:16]([OH:18])=[O:17])[CH:11]=2)[N:6]=[C:5]([C:23]2[CH:24]=[N:25][CH:26]=[CH:27][CH:28]=2)[N:4]=1. The yield is 0.807. (3) The reactants are [CH2:1]([N:3]([CH2:37][CH3:38])[CH2:4][CH2:5][CH2:6][NH:7][C:8]1[N:9]=[C:10]([C:27]2[CH:28]=[C:29]([CH:33]=[CH:34][C:35]=2[CH3:36])[C:30]([OH:32])=O)[C:11]2[CH:17]=[CH:16][C:15](=[O:18])[N:14]([C:19]3[C:24]([F:25])=[CH:23][CH:22]=[CH:21][C:20]=3[F:26])[C:12]=2[N:13]=1)[CH3:2].CN(C(ON1N=NC2C=CC=CC1=2)=[N+](C)C)C.F[P-](F)(F)(F)(F)F.C(N(CC)CC)C.[NH:70]1[CH:74]=[C:73]([CH2:75][CH2:76][NH2:77])[N:72]=[CH:71]1. The catalyst is CN(C=O)C. The product is [CH2:1]([N:3]([CH2:37][CH3:38])[CH2:4][CH2:5][CH2:6][NH:7][C:8]1[N:9]=[C:10]([C:27]2[CH:28]=[C:29]([CH:33]=[CH:34][C:35]=2[CH3:36])[C:30]([NH:77][CH2:76][CH2:75][C:73]2[N:72]=[CH:71][NH:70][CH:74]=2)=[O:32])[C:11]2[CH:17]=[CH:16][C:15](=[O:18])[N:14]([C:19]3[C:20]([F:26])=[CH:21][CH:22]=[CH:23][C:24]=3[F:25])[C:12]=2[N:13]=1)[CH3:2]. The yield is 0.850. (4) The reactants are [Cl:1][C:2]1[CH:3]=[C:4]([CH:8]([C:16]2([OH:22])[CH2:21][CH2:20][CH2:19][CH2:18][CH2:17]2)[CH2:9][N:10]2[CH2:15][CH2:14][NH:13][CH2:12][CH2:11]2)[CH:5]=[CH:6][CH:7]=1.[ClH:23].C(OCC)C. The catalyst is CO. The product is [ClH:1].[ClH:23].[Cl:1][C:2]1[CH:3]=[C:4]([CH:8]([C:16]2([OH:22])[CH2:17][CH2:18][CH2:19][CH2:20][CH2:21]2)[CH2:9][N:10]2[CH2:15][CH2:14][NH:13][CH2:12][CH2:11]2)[CH:5]=[CH:6][CH:7]=1. The yield is 0.600. (5) The reactants are [N+:1](/[CH:4]=[CH:5]/[C:6]1[CH:19]=[CH:18][C:9]([CH2:10][O:11][C:12]2[CH:17]=[CH:16][CH:15]=[CH:14][N:13]=2)=[CH:8][CH:7]=1)([O-:3])=[O:2].C(O)(=O)C.[BH4-].[Na+]. The catalyst is CS(C)=O. The product is [N+:1]([CH2:4][CH2:5][C:6]1[CH:19]=[CH:18][C:9]([CH2:10][O:11][C:12]2[CH:17]=[CH:16][CH:15]=[CH:14][N:13]=2)=[CH:8][CH:7]=1)([O-:3])=[O:2]. The yield is 0.771.